This data is from Catalyst prediction with 721,799 reactions and 888 catalyst types from USPTO. The task is: Predict which catalyst facilitates the given reaction. (1) Product: [CH:21]1([S:24]([N:11]2[CH:12]=[C:13]([CH2:15][C:16]([OH:18])=[O:17])[C:14]3[S:7][CH:8]=[CH:9][C:10]2=3)(=[O:26])=[O:25])[CH2:23][CH2:22]1. The catalyst class is: 1. Reactant: C(O[K])(C)(C)C.[S:7]1[C:14]2[C:13]([CH2:15][C:16]([O:18]CC)=[O:17])=[CH:12][NH:11][C:10]=2[CH:9]=[CH:8]1.[CH:21]1([S:24](Cl)(=[O:26])=[O:25])[CH2:23][CH2:22]1.[OH-].[Na+]. (2) Reactant: [NH2:1][C:2]1[N:7]=[CH:6][N:5]=[C:4]2[N:8]([CH:27]([CH3:29])[CH3:28])[N:9]=[C:10]([C:11]3[CH:12]=[C:13]4[C:17](=[CH:18][CH:19]=3)[N:16](C(OC(C)(C)C)=O)[CH:15]=[CH:14]4)[C:3]=12.C(O)(C(F)(F)F)=O. Product: [NH:16]1[C:17]2[C:13](=[CH:12][C:11]([C:10]3[C:3]4[C:4](=[N:5][CH:6]=[N:7][C:2]=4[NH2:1])[N:8]([CH:27]([CH3:29])[CH3:28])[N:9]=3)=[CH:19][CH:18]=2)[CH:14]=[CH:15]1. The catalyst class is: 2.